From a dataset of Full USPTO retrosynthesis dataset with 1.9M reactions from patents (1976-2016). Predict the reactants needed to synthesize the given product. (1) Given the product [Cl:12][C:5]1[C:6]2[C:11](=[CH:10][CH:9]=[CH:8][CH:7]=2)[C:2]([C:16]2[S:17][CH:18]=[C:14]([CH3:13])[CH:15]=2)=[N:3][N:4]=1, predict the reactants needed to synthesize it. The reactants are: Cl[C:2]1[C:11]2[C:6](=[CH:7][CH:8]=[CH:9][CH:10]=2)[C:5]([Cl:12])=[N:4][N:3]=1.[CH3:13][C:14]1[CH:15]=[C:16](B(O)O)[S:17][CH:18]=1.C(=O)([O-])[O-].[Na+].[Na+].O1CCOCC1. (2) Given the product [F:1]/[C:2](/[C:3]([NH:31][OH:32])=[O:4])=[CH:8]\[C:9]1[CH:14]=[CH:13][CH:12]=[CH:11][C:10]=1[NH:15][C:16](=[O:30])[C:17]1[CH:22]=[CH:21][CH:20]=[CH:19][C:18]=1[O:23][C:24]1[CH:29]=[CH:28][CH:27]=[CH:26][CH:25]=1, predict the reactants needed to synthesize it. The reactants are: [F:1]/[C:2](=[CH:8]\[C:9]1[CH:14]=[CH:13][CH:12]=[CH:11][C:10]=1[NH:15][C:16](=[O:30])[C:17]1[CH:22]=[CH:21][CH:20]=[CH:19][C:18]=1[O:23][C:24]1[CH:29]=[CH:28][CH:27]=[CH:26][CH:25]=1)/[C:3](OCC)=[O:4].[NH2:31][OH:32].[OH-].[Na+]. (3) Given the product [Cl:1][C:2]1[CH:3]=[C:4]2[C:8](=[CH:9][CH:10]=1)[NH:7][C:6]([C:11]([NH:33][CH2:32][C:27]1[CH:28]=[CH:29][CH:30]=[CH:31][C:26]=1[O:25][C:22]1[CH:23]=[CH:24][C:19]([CH2:18][CH2:17][C:16]([OH:35])=[O:15])=[C:20]([CH3:34])[CH:21]=1)=[O:13])=[CH:5]2, predict the reactants needed to synthesize it. The reactants are: [Cl:1][C:2]1[CH:3]=[C:4]2[C:8](=[CH:9][CH:10]=1)[NH:7][C:6]([C:11]([OH:13])=O)=[CH:5]2.C[O:15][C:16](=[O:35])[CH2:17][CH2:18][C:19]1[CH:24]=[CH:23][C:22]([O:25][C:26]2[CH:31]=[CH:30][CH:29]=[CH:28][C:27]=2[CH2:32][NH2:33])=[CH:21][C:20]=1[CH3:34].